From a dataset of Full USPTO retrosynthesis dataset with 1.9M reactions from patents (1976-2016). Predict the reactants needed to synthesize the given product. Given the product [Cl:1][C:2]1[CH:11]=[CH:10][CH:9]=[C:8]2[C:3]=1[CH:4]=[CH:5][NH:6][C:7]2=[O:12], predict the reactants needed to synthesize it. The reactants are: [Cl:1][C:2]1[CH:11]=[CH:10][CH:9]=[C:8]2[C:3]=1[CH2:4][CH2:5][NH:6][C:7]2=[O:12].C(C1C(=O)C(Cl)=C(Cl)C(=O)C=1C#N)#N.